Dataset: Forward reaction prediction with 1.9M reactions from USPTO patents (1976-2016). Task: Predict the product of the given reaction. The product is: [Cl:1][C:2]1[C:3]([CH2:31][N:33]2[CH2:37][CH2:36][C@@H:35]([OH:38])[CH2:34]2)=[C:4]([C:27]([F:28])([F:29])[F:30])[CH:5]=[C:6]2[C:11]=1[NH:10][C:9](=[O:12])[N:8]([CH2:13][C:14]1[CH:19]=[C:18]([Cl:20])[CH:17]=[CH:16][C:15]=1[S:21]([CH2:24][CH3:25])(=[O:23])=[O:22])[C:7]2=[O:26]. Given the reactants [Cl:1][C:2]1[C:3]([CH:31]=O)=[C:4]([C:27]([F:30])([F:29])[F:28])[CH:5]=[C:6]2[C:11]=1[NH:10][C:9](=[O:12])[N:8]([CH2:13][C:14]1[CH:19]=[C:18]([Cl:20])[CH:17]=[CH:16][C:15]=1[S:21]([CH2:24][CH3:25])(=[O:23])=[O:22])[C:7]2=[O:26].[NH:33]1[CH2:37][CH2:36][C@@H:35]([OH:38])[CH2:34]1, predict the reaction product.